This data is from Forward reaction prediction with 1.9M reactions from USPTO patents (1976-2016). The task is: Predict the product of the given reaction. The product is: [CH3:1][O:2][C:3]1[CH:4]=[C:5]([CH:9]=[CH:10][C:11]=1[NH:12][C:13]1[N:14]=[C:15]2[C:21](=[CH:22][N:23]=1)[N:20]([CH3:24])[C:19](=[O:25])[CH2:18][CH2:17][N:16]2[CH:26]([CH3:28])[CH3:27])[C:6]([NH:29][CH2:30][CH2:31][N:32]1[CH2:37][CH2:36][CH2:35][CH2:34][CH2:33]1)=[O:7]. Given the reactants [CH3:1][O:2][C:3]1[CH:4]=[C:5]([CH:9]=[CH:10][C:11]=1[NH:12][C:13]1[N:14]=[C:15]2[C:21](=[CH:22][N:23]=1)[N:20]([CH3:24])[C:19](=[O:25])[CH2:18][CH2:17][N:16]2[CH:26]([CH3:28])[CH3:27])[C:6](O)=[O:7].[NH2:29][CH2:30][CH2:31][N:32]1[CH2:37][CH2:36][CH2:35][CH2:34][CH2:33]1.CCN(C(C)C)C(C)C.CN(C(ON1N=NC2C=CC=NC1=2)=[N+](C)C)C.F[P-](F)(F)(F)(F)F, predict the reaction product.